Dataset: Forward reaction prediction with 1.9M reactions from USPTO patents (1976-2016). Task: Predict the product of the given reaction. (1) Given the reactants [C:1]1([C:7]2[O:11][N:10]=[C:9]([C:12](F)=[O:13])[C:8]=2[C:15]([F:18])([F:17])[F:16])[CH:6]=[CH:5][CH:4]=[CH:3][CH:2]=1.CCN(C(C)C)C(C)C.[OH:28][CH:29]([C:43]1[CH:48]=[CH:47][C:46](/[C:49](=[N:51]/O)/[NH2:50])=[CH:45][CH:44]=1)[CH2:30][N:31]1[CH2:36][CH2:35][CH2:34][C@H:33]([CH2:37][C:38]([O:40][CH2:41][CH3:42])=[O:39])[CH2:32]1.CCCC[N+](CCCC)(CCCC)CCCC.[F-].C1COCC1, predict the reaction product. The product is: [OH:28][CH:29]([C:43]1[CH:48]=[CH:47][C:46]([C:49]2[N:51]=[C:12]([C:9]3[C:8]([C:15]([F:18])([F:17])[F:16])=[C:7]([C:1]4[CH:6]=[CH:5][CH:4]=[CH:3][CH:2]=4)[O:11][N:10]=3)[O:13][N:50]=2)=[CH:45][CH:44]=1)[CH2:30][N:31]1[CH2:36][CH2:35][CH2:34][C@H:33]([CH2:37][C:38]([O:40][CH2:41][CH3:42])=[O:39])[CH2:32]1. (2) Given the reactants O(CC1CCCN1[S:14]([C:17]1[CH:18]=[C:19]2[C:23](=[CH:24][CH:25]=1)[NH:22][C:21](=[O:26])[C:20]2=[O:27])(=[O:16])=[O:15])C1C=CC=CC=1.N1C2C(=CC(S(O)(=O)=O)=CC=2)C(=O)C1=O.[Na].P(Cl)(Cl)([Cl:46])=O.C(N1C=CC=C1CO)(OC(C)(C)C)=O.C1(C)C=CC(S(Cl)(=O)=O)=CC=1, predict the reaction product. The product is: [Cl:46][S:14]([C:17]1[CH:18]=[C:19]2[C:23](=[CH:24][CH:25]=1)[NH:22][C:21](=[O:26])[C:20]2=[O:27])(=[O:16])=[O:15]. (3) Given the reactants [NH2:1][C:2]1[CH:3]=[C:4]([NH:9]C(=O)C)[CH:5]=[CH:6][C:7]=1[CH3:8].[Cl:13][C:14]1[N:19]=[C:18]([C:20]2[CH:25]=[CH:24][CH:23]=[CH:22][CH:21]=2)[CH:17]=[CH:16][N:15]=1.O, predict the reaction product. The product is: [ClH:13].[CH3:8][C:7]1[C:2]([NH:1][C:14]2[N:19]=[C:18]([C:20]3[CH:25]=[CH:24][CH:23]=[CH:22][CH:21]=3)[CH:17]=[CH:16][N:15]=2)=[CH:3][C:4]([NH2:9])=[CH:5][CH:6]=1. (4) Given the reactants [NH:1]1[CH2:4][CH2:3][C@H:2]1[CH2:5][O:6][C:7]1[CH:8]=[N:9][CH:10]=[C:11]([C:13]2[CH:18]=[CH:17][CH:16]=[C:15]([CH2:19][C@@H:20]([O:28][CH3:29])[CH2:21][C:22]3[CH:27]=[CH:26][CH:25]=[CH:24][CH:23]=3)[CH:14]=2)[CH:12]=1.[ClH:30], predict the reaction product. The product is: [ClH:30].[NH:1]1[CH2:4][CH2:3][C@H:2]1[CH2:5][O:6][C:7]1[CH:8]=[N:9][CH:10]=[C:11]([C:13]2[CH:18]=[CH:17][CH:16]=[C:15]([CH2:19][C@@H:20]([O:28][CH3:29])[CH2:21][C:22]3[CH:27]=[CH:26][CH:25]=[CH:24][CH:23]=3)[CH:14]=2)[CH:12]=1.